From a dataset of Forward reaction prediction with 1.9M reactions from USPTO patents (1976-2016). Predict the product of the given reaction. (1) Given the reactants Cl.[Cl:2][CH2:3][CH2:4][CH2:5][N:6]([CH2:11][CH2:12][CH2:13][CH3:14])[CH2:7][CH2:8][CH2:9][CH3:10].N, predict the reaction product. The product is: [Cl:2][CH2:3][CH2:4][CH2:5][N:6]([CH2:11][CH2:12][CH2:13][CH3:14])[CH2:7][CH2:8][CH2:9][CH3:10]. (2) The product is: [O:1]1[CH2:5][CH2:4][CH:3]([CH:6]2[C:15]3[C:10](=[CH:11][CH:12]=[CH:13][CH:14]=3)[N:9]([CH2:16][CH2:17][NH2:19])[CH2:8][CH2:7]2)[CH2:2]1. Given the reactants [O:1]1[CH2:5][CH2:4][CH:3]([CH:6]2[C:15]3[C:10](=[CH:11][CH:12]=[CH:13][CH:14]=3)[N:9]([CH2:16][C:17]([NH2:19])=O)[CH2:8][CH2:7]2)[CH2:2]1.O1CCCC1.B, predict the reaction product. (3) Given the reactants [CH2:1]([OH:9])[CH2:2][CH2:3][CH2:4][CH2:5][CH2:6][CH:7]=[CH2:8].N1C=CC=N1.[OH:15]O, predict the reaction product. The product is: [O:9]1[CH2:1][CH:2]1[CH2:3][CH2:4][CH2:5][CH2:6][CH2:7][CH2:8][OH:15]. (4) The product is: [NH:26]1[C:27]2[CH:28]=[CH:29][CH:15]=[CH:22][C:23]=2[N:24]=[C:25]1[CH2:11][CH2:10][CH2:9][NH:8][C:6](=[O:7])[O:5][C:1]([CH3:2])([CH3:4])[CH3:3]. Given the reactants [C:1]([O:5][C:6]([NH:8][CH2:9][CH2:10][CH2:11]C(O)=O)=[O:7])([CH3:4])([CH3:3])[CH3:2].[CH3:15]CN(CC)CC.[CH3:22][CH2:23][N:24]=[C:25]=[N:26][CH2:27][CH2:28][CH2:29]N(C)C, predict the reaction product. (5) Given the reactants CCN(C(C)C)C(C)C.Cl.[CH3:11][N:12]1[CH2:17][CH2:16][N:15]([C:18]2[CH:26]=[CH:25][C:21]([C:22]([OH:24])=O)=[CH:20][CH:19]=2)[CH2:14][CH2:13]1.C1C=CC2N(O)N=NC=2C=1.CCN=C=NCCCN(C)C.Cl.[NH2:49][CH2:50][C:51]([N:53]1[CH2:58][CH2:57][N:56]([C:59](=[O:71])[C:60]2[CH:65]=[C:64]([F:66])[CH:63]=[CH:62][C:61]=2[C:67]([F:70])([F:69])[F:68])[CH2:55][CH2:54]1)=[O:52], predict the reaction product. The product is: [F:66][C:64]1[CH:63]=[CH:62][C:61]([C:67]([F:69])([F:68])[F:70])=[C:60]([CH:65]=1)[C:59]([N:56]1[CH2:57][CH2:58][N:53]([C:51](=[O:52])[CH2:50][NH:49][C:22](=[O:24])[C:21]2[CH:20]=[CH:19][C:18]([N:15]3[CH2:14][CH2:13][N:12]([CH3:11])[CH2:17][CH2:16]3)=[CH:26][CH:25]=2)[CH2:54][CH2:55]1)=[O:71]. (6) Given the reactants CC1C(C2OC=CN=2)=C(C=CC=1)C(OCC)=O.[CH3:18][C:19]1[CH:28]=[CH:27][C:22]([C:23]([O:25]C)=[O:24])=[C:21]([N:29]2[N:33]=[CH:32][CH:31]=[N:30]2)[CH:20]=1, predict the reaction product. The product is: [CH3:18][C:19]1[CH:28]=[CH:27][C:22]([C:23]([OH:25])=[O:24])=[C:21]([N:29]2[N:30]=[CH:31][CH:32]=[N:33]2)[CH:20]=1. (7) Given the reactants [Br:1][C:2]1[N:6]=[C:5]([Br:7])[NH:4][N:3]=1.[H-].[Na+].CS(O[CH2:15][CH3:16])(=O)=O, predict the reaction product. The product is: [Br:1][C:2]1[N:6]=[C:5]([Br:7])[N:4]([CH2:15][CH3:16])[N:3]=1. (8) Given the reactants Cl[Al](Cl)Cl.[Cl:5][C:6]1[CH:14]=[CH:13][C:9]([C:10](Cl)=[O:11])=[CH:8][CH:7]=1.[Br:15][C:16]1[C:17]2[CH:18]=[C:19]3[CH:28]([CH2:29][C:30]([O:32][CH3:33])=[O:31])[CH2:27][CH2:26][N:20]3[C:21]=2[CH:22]=[C:23]([F:25])[CH:24]=1, predict the reaction product. The product is: [Br:15][C:16]1[C:17]2[C:18]([C:10](=[O:11])[C:9]3[CH:13]=[CH:14][C:6]([Cl:5])=[CH:7][CH:8]=3)=[C:19]3[CH:28]([CH2:29][C:30]([O:32][CH3:33])=[O:31])[CH2:27][CH2:26][N:20]3[C:21]=2[CH:22]=[C:23]([F:25])[CH:24]=1.